This data is from Peptide-MHC class I binding affinity with 185,985 pairs from IEDB/IMGT. The task is: Regression. Given a peptide amino acid sequence and an MHC pseudo amino acid sequence, predict their binding affinity value. This is MHC class I binding data. The peptide sequence is VFTSAVLLL. The MHC is HLA-A02:03 with pseudo-sequence HLA-A02:03. The binding affinity (normalized) is 0.0477.